This data is from Full USPTO retrosynthesis dataset with 1.9M reactions from patents (1976-2016). The task is: Predict the reactants needed to synthesize the given product. (1) Given the product [CH:1]1([C:7]2[C:11]([CH2:12][CH2:13][CH2:14][O:15][C:27]3[N:31]([CH3:32])[N:30]=[CH:29][C:28]=3[CH2:33][C:34]([OH:36])=[O:35])=[CH:10][N:9]([C:16]3[CH:21]=[CH:20][C:19]([C:22]([F:23])([F:24])[F:25])=[CH:18][N:17]=3)[N:8]=2)[CH2:6][CH2:5][CH2:4][CH2:3][CH2:2]1, predict the reactants needed to synthesize it. The reactants are: [CH:1]1([C:7]2[C:11]([CH2:12][CH2:13][CH2:14][OH:15])=[CH:10][N:9]([C:16]3[CH:21]=[CH:20][C:19]([C:22]([F:25])([F:24])[F:23])=[CH:18][N:17]=3)[N:8]=2)[CH2:6][CH2:5][CH2:4][CH2:3][CH2:2]1.O[C:27]1[N:31]([CH3:32])[N:30]=[CH:29][C:28]=1[CH2:33][C:34]([O:36]CC)=[O:35].C(P(CCCC)CCCC)CCC.N(C(N1CCCCC1)=O)=NC(N1CCCCC1)=O. (2) Given the product [OH:20][CH2:21][C@@H:22]([NH:30][C:3]1[S:4]/[C:5](=[CH:9]\[C:10]2[CH:11]=[C:12]3[C:17](=[CH:18][CH:19]=2)[N:16]=[CH:15][CH:14]=[CH:13]3)/[C:6](=[O:8])[N:7]=1)[CH2:23][C:24]1[CH:25]=[CH:26][CH:27]=[CH:28][CH:29]=1, predict the reactants needed to synthesize it. The reactants are: CS[C:3]1[S:4]/[C:5](=[CH:9]\[C:10]2[CH:11]=[C:12]3[C:17](=[CH:18][CH:19]=2)[N:16]=[CH:15][CH:14]=[CH:13]3)/[C:6](=[O:8])[N:7]=1.[OH:20][CH2:21][C@@H:22]([NH2:30])[CH2:23][C:24]1[CH:29]=[CH:28][CH:27]=[CH:26][CH:25]=1.CCN(C(C)C)C(C)C. (3) Given the product [NH2:35][CH2:34][CH2:33][C:28]1[C:27]2[C:31](=[CH:32][C:24]([CH2:22][CH3:23])=[CH:25][CH:26]=2)[NH:30][C:29]=1[CH:14]([C:15]1[CH:20]=[CH:19][CH:18]=[CH:17][CH:16]=1)[C:3]1[C:4](=[O:13])[CH2:5][CH:6]([C:7]2[CH:12]=[CH:11][CH:10]=[CH:9][CH:8]=2)[C:2]=1[OH:1], predict the reactants needed to synthesize it. The reactants are: [OH:1][C:2]1[CH:6]([C:7]2[CH:12]=[CH:11][CH:10]=[CH:9][CH:8]=2)[CH2:5][C:4](=[O:13])[CH:3]=1.[CH:14](=O)[C:15]1[CH:20]=[CH:19][CH:18]=[CH:17][CH:16]=1.[CH2:22]([C:24]1[CH:32]=[C:31]2[C:27]([C:28]([CH2:33][CH2:34][NH2:35])=[CH:29][NH:30]2)=[CH:26][CH:25]=1)[CH3:23]. (4) The reactants are: [Cl:1][C:2]1[CH:7]=[CH:6][C:5]([NH:8][C:9]([C:11]2[CH:19]=[CH:18][C:14]([C:15]([OH:17])=O)=[CH:13][CH:12]=2)=[O:10])=[CH:4][C:3]=1[C:20]1[CH:25]=[CH:24][CH:23]=[CH:22][N:21]=1.[NH2:26][C:27]1[CH:32]=[CH:31][C:30]([NH2:33])=[CH:29][N:28]=1. Given the product [NH2:26][C:27]1[N:28]=[CH:29][C:30]([NH:33][C:15](=[O:17])[C:14]2[CH:13]=[CH:12][C:11]([C:9]([NH:8][C:5]3[CH:6]=[CH:7][C:2]([Cl:1])=[C:3]([C:20]4[CH:25]=[CH:24][CH:23]=[CH:22][N:21]=4)[CH:4]=3)=[O:10])=[CH:19][CH:18]=2)=[CH:31][CH:32]=1, predict the reactants needed to synthesize it. (5) The reactants are: [F:1][C:2]1[CH:11]=[CH:10][C:9]([CH:12]=O)=[C:8]2[C:3]=1[C:4](=[O:15])[CH:5]=[C:6]([CH3:14])[O:7]2.[CH3:16][C:17](=[O:22])[CH2:18][C:19](=[O:21])[CH3:20].C(O)(=O)C.N1CCCCC1.C1(C)C=CC(S([O-])(=O)=O)=CC=1.[NH+]1C=CC=CC=1. Given the product [F:1][C:2]1[CH:11]=[CH:10][C:9]([CH:12]=[C:18]([C:17](=[O:22])[CH3:16])[C:19](=[O:21])[CH3:20])=[C:8]2[C:3]=1[C:4](=[O:15])[CH:5]=[C:6]([CH3:14])[O:7]2, predict the reactants needed to synthesize it.